From a dataset of NCI-60 drug combinations with 297,098 pairs across 59 cell lines. Regression. Given two drug SMILES strings and cell line genomic features, predict the synergy score measuring deviation from expected non-interaction effect. (1) Drug 1: C1=NC(=NC(=O)N1C2C(C(C(O2)CO)O)O)N. Drug 2: CC1C(C(CC(O1)OC2CC(CC3=C2C(=C4C(=C3O)C(=O)C5=C(C4=O)C(=CC=C5)OC)O)(C(=O)CO)O)N)O.Cl. Cell line: NCI-H226. Synergy scores: CSS=32.3, Synergy_ZIP=-4.80, Synergy_Bliss=-1.74, Synergy_Loewe=-2.04, Synergy_HSA=0.601. (2) Drug 1: CC(C)CN1C=NC2=C1C3=CC=CC=C3N=C2N. Drug 2: C1C(C(OC1N2C=NC3=C2NC=NCC3O)CO)O. Cell line: KM12. Synergy scores: CSS=6.41, Synergy_ZIP=5.85, Synergy_Bliss=3.11, Synergy_Loewe=4.07, Synergy_HSA=1.77. (3) Drug 1: C1=CN(C=N1)CC(O)(P(=O)(O)O)P(=O)(O)O. Drug 2: CCN(CC)CCCC(C)NC1=C2C=C(C=CC2=NC3=C1C=CC(=C3)Cl)OC. Cell line: KM12. Synergy scores: CSS=11.9, Synergy_ZIP=-5.54, Synergy_Bliss=-3.85, Synergy_Loewe=-20.2, Synergy_HSA=-7.79. (4) Drug 1: CC1C(C(CC(O1)OC2CC(CC3=C2C(=C4C(=C3O)C(=O)C5=C(C4=O)C(=CC=C5)OC)O)(C(=O)C)O)N)O.Cl. Drug 2: CCN(CC)CCCC(C)NC1=C2C=C(C=CC2=NC3=C1C=CC(=C3)Cl)OC. Cell line: K-562. Synergy scores: CSS=67.3, Synergy_ZIP=5.57, Synergy_Bliss=6.50, Synergy_Loewe=1.02, Synergy_HSA=8.65.